From a dataset of Full USPTO retrosynthesis dataset with 1.9M reactions from patents (1976-2016). Predict the reactants needed to synthesize the given product. (1) Given the product [F:1][C:2]([F:27])([F:26])[S:3]([O:39][C:38]1[C:29]([Br:28])=[C:30]2[C:35](=[CH:36][C:37]=1[CH3:40])[N:34]=[C:33]([CH3:41])[CH:32]=[CH:31]2)(=[O:5])=[O:4], predict the reactants needed to synthesize it. The reactants are: [F:1][C:2]([F:27])([F:26])[S:3](OC1C(C2C=CC(Cl)=CC=2)=C2C(=CC=1Cl)N=C(C)C=C2)(=[O:5])=[O:4].[Br:28][C:29]1[C:38]([OH:39])=[C:37]([CH3:40])[CH:36]=[C:35]2[C:30]=1[CH:31]=[CH:32][C:33]([CH3:41])=[N:34]2. (2) Given the product [OH:1][CH2:2][CH2:3][CH2:4][CH2:5][CH2:6][CH2:7][CH2:8][CH2:9][CH2:10][CH2:11][CH2:12][C:13]([O:15][CH3:17])=[O:14], predict the reactants needed to synthesize it. The reactants are: [OH:1][CH2:2][CH2:3][CH2:4][CH2:5][CH2:6][CH2:7][CH2:8][CH2:9][CH2:10][CH2:11][CH2:12][C:13]([OH:15])=[O:14].Cl.[CH3:17]O. (3) Given the product [CH:35]1[C:44]2[C:39](=[CH:40][CH:41]=[CH:42][CH:43]=2)[CH:38]=[CH:37][C:36]=1[C:2]1[C:15]2[C:10]([C:9]([Si:16]([C:29]3[CH:34]=[CH:33][CH:32]=[CH:31][CH:30]=3)([C:23]3[CH:24]=[CH:25][CH:26]=[CH:27][CH:28]=3)[C:17]3[CH:22]=[CH:21][CH:20]=[CH:19][CH:18]=3)=[C:8]3[C:3]=1[CH:4]=[CH:5][CH:6]=[CH:7]3)=[CH:11][CH:12]=[CH:13][CH:14]=2, predict the reactants needed to synthesize it. The reactants are: Br[C:2]1[C:3]2[C:8]([C:9]([Si:16]([C:29]3[CH:34]=[CH:33][CH:32]=[CH:31][CH:30]=3)([C:23]3[CH:28]=[CH:27][CH:26]=[CH:25][CH:24]=3)[C:17]3[CH:22]=[CH:21][CH:20]=[CH:19][CH:18]=3)=[C:10]3[C:15]=1[CH:14]=[CH:13][CH:12]=[CH:11]3)=[CH:7][CH:6]=[CH:5][CH:4]=2.[CH:35]1[C:44]2[C:39](=[CH:40][CH:41]=[CH:42][CH:43]=2)[CH:38]=[CH:37][C:36]=1B(O)O.C([O-])([O-])=O.[K+].[K+]. (4) Given the product [O:82]=[C:75]([N:45]1[CH2:46][CH2:47][CH2:48][N:42]([C:49]2[CH:50]=[CH:51][C:52]([NH:55][C:56]([C:58]3[N:59]=[C:60]([C:67]4[CH:72]=[CH:71][CH:70]=[CH:69][CH:68]=4)[O:61][C:62]=3[C:63]([F:64])([F:66])[F:65])=[O:57])=[CH:53][N:54]=2)[CH2:43][CH2:44]1)[CH2:76][C:77]1([C:73]([OH:83])=[O:74])[CH2:81][CH2:80][CH2:79][CH2:78]1, predict the reactants needed to synthesize it. The reactants are: CC(C)(CC(=O)N1CCCN(C2C=CC(NC(C3N=C(C4C=CC=CC=4)OC=3C(F)(F)F)=O)=CC=2)CC1)C(O)=O.Cl.[N:42]1([C:49]2[N:54]=[CH:53][C:52]([NH:55][C:56]([C:58]3[N:59]=[C:60]([C:67]4[CH:72]=[CH:71][CH:70]=[CH:69][CH:68]=4)[O:61][C:62]=3[C:63]([F:66])([F:65])[F:64])=[O:57])=[CH:51][CH:50]=2)[CH2:48][CH2:47][CH2:46][NH:45][CH2:44][CH2:43]1.[C:73]1(=[O:83])[C:77]2([CH2:81][CH2:80][CH2:79][CH2:78]2)[CH2:76][C:75](=[O:82])[O:74]1. (5) Given the product [F:16][C:17]1[CH:18]=[N:19][C:20]([O:26][C:27]2[CH:32]=[CH:31][CH:30]=[C:29]([S:33][CH3:34])[CH:28]=2)=[C:21]([CH:25]=1)[C:22]([NH:1][C@@H:2]1[CH2:7][CH2:6][CH2:5][CH2:4][C@@H:3]1[OH:8])=[O:23], predict the reactants needed to synthesize it. The reactants are: [NH2:1][C@H:2]1[CH2:7][CH2:6][CH2:5][CH2:4][C@H:3]1[OH:8].C(N(CC)CC)C.[F:16][C:17]1[CH:18]=[N:19][C:20]([O:26][C:27]2[CH:32]=[CH:31][CH:30]=[C:29]([S:33][CH3:34])[CH:28]=2)=[C:21]([CH:25]=1)[C:22](O)=[O:23].Cl.CN(C)CCCN=C=NCC.ON1C2C=CC=CC=2N=N1. (6) Given the product [Cl:19][C:12]1[CH:13]=[C:14]([CH2:57][OH:60])[CH:15]=[C:16]([Cl:17])[C:11]=1[C:9]1[S:8][C:7]2[C:2]([NH:52][C:29]3[CH:30]=[C:25]([CH3:26])[N:24]=[CH:27][N:28]=3)=[N:3][CH:4]=[CH:5][C:6]=2[N:10]=1, predict the reactants needed to synthesize it. The reactants are: Cl[C:2]1[C:7]2[S:8][C:9]([C:11]3[C:16]([Cl:17])=[CH:15][C:14](I)=[CH:13][C:12]=3[Cl:19])=[N:10][C:6]=2[CH:5]=[CH:4][N:3]=1.ClC1C=C(I)C=C(Cl)C=1C(Cl)=[N:24][C:25]1[CH:30]=[CH:29][N:28]=[C:27](Cl)[C:26]=1F.NC(N)=S.N1C=CC=CC=1.C([N:52](CC)CC)C.[CH:57]([OH:60])(C)C. (7) Given the product [Cl:1][C:2]1[N:10]=[C:9]2[C:5]([N:6]=[CH:7][N:8]2[CH:26]2[CH2:25][CH2:24][CH2:23][CH2:28][O:27]2)=[C:4]([Cl:11])[N:3]=1, predict the reactants needed to synthesize it. The reactants are: [Cl:1][C:2]1[N:10]=[C:9]2[C:5]([NH:6][CH:7]=[N:8]2)=[C:4]([Cl:11])[N:3]=1.CC1C=CC(S(O)(=O)=O)=CC=1.[CH2:23]1[CH2:28][O:27][CH:26]=[CH:25][CH2:24]1. (8) Given the product [CH:20]1([C@H:16]([NH:15][C:13](=[O:14])[O:12][C:8]([CH3:9])([CH3:10])[CH3:11])[C:17]([N:2]2[CH2:7][CH:6]([OH:5])[CH2:3]2)=[O:19])[CH2:23][CH2:22][CH2:21]1, predict the reactants needed to synthesize it. The reactants are: C[N:2]1[CH2:7][CH2:6][O:5]C[CH2:3]1.[C:8]([O:12][C:13]([NH:15][C@@H:16]([CH:20]1[CH2:23][CH2:22][CH2:21]1)[C:17]([OH:19])=O)=[O:14])([CH3:11])([CH3:10])[CH3:9].CN(C(ON1N=NC2C=CC=CC1=2)=[N+](C)C)C.[B-](F)(F)(F)F.Cl.N1CC(O)C1. (9) Given the product [Cl:10][C:3]1[C:2]2[N:1]=[C:13]([CH3:14])[NH:8][C:7]=2[CH:6]=[C:5]([Cl:9])[N:4]=1, predict the reactants needed to synthesize it. The reactants are: [NH2:1][C:2]1[C:3]([Cl:10])=[N:4][C:5]([Cl:9])=[CH:6][C:7]=1[NH2:8].[OH-].[Na+].[C:13](O)(=O)[CH3:14].